Dataset: Catalyst prediction with 721,799 reactions and 888 catalyst types from USPTO. Task: Predict which catalyst facilitates the given reaction. (1) Reactant: [H-].[Na+].[CH:3]1([N:9]2[C:13]([CH:14]3[CH2:19][CH2:18][O:17][CH2:16][CH2:15]3)=[C:12]([C:20](OCC)=[O:21])[CH:11]=[N:10]2)[CH2:8][CH2:7][CH2:6][CH2:5][CH2:4]1.O[N:26]=[C:27]([C:29]1[CH:34]=[CH:33][C:32]([CH2:35][OH:36])=[CH:31][CH:30]=1)[NH2:28].O. Product: [CH:3]1([N:9]2[C:13]([CH:14]3[CH2:15][CH2:16][O:17][CH2:18][CH2:19]3)=[C:12]([C:20]3[O:21][N:28]=[C:27]([C:29]4[CH:34]=[CH:33][C:32]([CH2:35][OH:36])=[CH:31][CH:30]=4)[N:26]=3)[CH:11]=[N:10]2)[CH2:8][CH2:7][CH2:6][CH2:5][CH2:4]1. The catalyst class is: 1. (2) Reactant: FC(F)(F)C(O)=O.[CH2:8]([O:12][C:13]1[NH:14][C:15]([NH2:24])=[C:16]2[C:20]([N:21]=1)=[N:19][C:18]([O:22][CH3:23])=[N:17]2)[CH2:9][CH2:10][CH3:11].C(=O)([O-])[O-].[K+].[K+].Br[CH2:32][CH2:33][CH:34]1[CH2:38][CH2:37][CH2:36][O:35]1.O. Product: [CH2:8]([O:12][C:13]1[N:21]=[C:20]2[C:16]([N:17]=[C:18]([O:22][CH3:23])[N:19]2[CH2:32][CH2:33][CH:34]2[CH2:38][CH2:37][CH2:36][O:35]2)=[C:15]([NH2:24])[N:14]=1)[CH2:9][CH2:10][CH3:11]. The catalyst class is: 9. (3) Reactant: [Br-].[C:2]([C:6]1[CH:31]=[CH:30][C:9]([CH2:10][P+](C2C=CC=CC=2)(C2C=CC=CC=2)C2C=CC=CC=2)=[CH:8][CH:7]=1)([O:4][CH3:5])=[O:3].CC(C)([O-])C.[K+].[CH:38]1([CH:44]([N:47]2[C:51]3[CH:52]=[C:53]([F:57])[C:54]([F:56])=[CH:55][C:50]=3[N:49]=[C:48]2[C:58]2[C:59]([O:66][CH3:67])=[N:60][C:61]([O:64][CH3:65])=[CH:62][CH:63]=2)[CH:45]=O)[CH2:43][CH2:42][CH2:41][CH2:40][CH2:39]1. Product: [CH3:5][O:4][C:2](=[O:3])[C:6]1[CH:7]=[CH:8][C:9](/[CH:10]=[CH:45]/[CH:44]([CH:38]2[CH2:43][CH2:42][CH2:41][CH2:40][CH2:39]2)[N:47]2[C:51]3[CH:52]=[C:53]([F:57])[C:54]([F:56])=[CH:55][C:50]=3[N:49]=[C:48]2[C:58]2[C:59]([O:66][CH3:67])=[N:60][C:61]([O:64][CH3:65])=[CH:62][CH:63]=2)=[CH:30][CH:31]=1. The catalyst class is: 7. (4) Reactant: [F:1][C:2]([F:23])([F:22])[C:3]1[CH:17]=[C:16]([C:18]([F:21])([F:20])[F:19])[CH:15]=[CH:14][C:4]=1[CH2:5][N:6]1[CH2:11]CC(C=O)C[CH2:7]1.[NH:24]=[C:25]1[CH2:29][N:28]([CH3:30])[C:27](=[O:31])[N:26]1C(C1C=CC=CC=1)=O.[CH3:40][C:41]([CH3:44])([O-])[CH3:42].[K+].[Cl-].[NH4+]. Product: [NH2:24][C:25]1=[N:26][C:27](=[O:31])[N:28]([CH3:30])/[C:29]/1=[CH:40]\[CH:41]1[CH2:44][CH2:11][N:6]([CH2:5][C:4]2[CH:14]=[CH:15][C:16]([C:18]([F:20])([F:19])[F:21])=[CH:17][C:3]=2[C:2]([F:23])([F:22])[F:1])[CH2:7][CH2:42]1. The catalyst class is: 8. (5) Reactant: [H-].[Na+].[NH:3]1[CH:7]=[CH:6][CH:5]=[N:4]1.[F:8][C:9]1[CH:16]=[CH:15][C:12]([CH2:13]Br)=[CH:11][CH:10]=1. Product: [F:8][C:9]1[CH:16]=[CH:15][C:12]([CH2:13][N:3]2[CH:7]=[CH:6][CH:5]=[N:4]2)=[CH:11][CH:10]=1. The catalyst class is: 9. (6) Reactant: C[O:2][C:3](=[O:34])[CH2:4][C:5]1[C:13]2[C:8](=[CH:9][CH:10]=[CH:11][CH:12]=2)[NH:7][C:6]=1[C:14]1[CH:19]=[C:18]([C:20]([F:23])([F:22])[F:21])[CH:17]=[C:16]([S:24](=[O:33])(=[O:32])[NH:25][CH:26]2[CH2:31][CH2:30][CH2:29][CH2:28][CH2:27]2)[CH:15]=1.CO.O.[OH-].[Li+]. Product: [CH:26]1([NH:25][S:24]([C:16]2[CH:15]=[C:14]([C:6]3[NH:7][C:8]4[C:13]([C:5]=3[CH2:4][C:3]([OH:34])=[O:2])=[CH:12][CH:11]=[CH:10][CH:9]=4)[CH:19]=[C:18]([C:20]([F:22])([F:21])[F:23])[CH:17]=2)(=[O:32])=[O:33])[CH2:27][CH2:28][CH2:29][CH2:30][CH2:31]1. The catalyst class is: 6. (7) Reactant: [CH3:1][O:2][C:3]1[CH:8]=[CH:7][CH:6]=[CH:5][C:4]=1[C:9]1[C:17]2[C:12](=[CH:13][CH:14]=[C:15]([C:18]#[N:19])[CH:16]=2)[NH:11][N:10]=1.[N:20]([Sn](CCCC)(CCCC)CCCC)=[N+:21]=[N-:22]. Product: [N:19]1[NH:20][N:21]=[N:22][C:18]=1[C:15]1[CH:16]=[C:17]2[C:12](=[CH:13][CH:14]=1)[NH:11][N:10]=[C:9]2[C:4]1[CH:5]=[CH:6][CH:7]=[CH:8][C:3]=1[O:2][CH3:1]. The catalyst class is: 11.